Task: Predict which catalyst facilitates the given reaction.. Dataset: Catalyst prediction with 721,799 reactions and 888 catalyst types from USPTO (1) Reactant: [F:1][C:2]1[C:7]2[N:8]=[N:9][S:10][C:6]=2[CH:5]=[C:4]2[NH:11][C:12](=[O:22])[N:13]([C:14]3[CH:19]=[CH:18][C:17]([Br:20])=[CH:16][C:15]=3[Cl:21])[C:3]=12.C(N(CC)CC)C.[CH:30]1([S:33](Cl)(=[O:35])=[O:34])[CH2:32][CH2:31]1. Product: [CH:30]1([S:33]([N:11]2[C:4]3=[CH:5][C:6]4[S:10][N:9]=[N:8][C:7]=4[C:2]([F:1])=[C:3]3[N:13]([C:14]3[CH:19]=[CH:18][C:17]([Br:20])=[CH:16][C:15]=3[Cl:21])[C:12]2=[O:22])(=[O:35])=[O:34])[CH2:32][CH2:31]1. The catalyst class is: 64. (2) Reactant: [F:1][C:2]1[C:31]([N:32]2[CH2:38][CH2:37][CH2:36][O:35][CH2:34][CH2:33]2)=[CH:30][C:5]2[NH:6][C:7]([C:9]3[C:13]([NH:14][C:15](=[O:23])[N:16]([CH:20]([CH3:22])[CH3:21])[CH:17]([CH3:19])[CH3:18])=[CH:12][N:11](C4CCCCO4)[N:10]=3)=[N:8][C:4]=2[CH:3]=1.Cl. Product: [F:1][C:2]1[C:31]([N:32]2[CH2:38][CH2:37][CH2:36][O:35][CH2:34][CH2:33]2)=[CH:30][C:5]2[NH:6][C:7]([C:9]3[C:13]([NH:14][C:15](=[O:23])[N:16]([CH:17]([CH3:18])[CH3:19])[CH:20]([CH3:22])[CH3:21])=[CH:12][NH:11][N:10]=3)=[N:8][C:4]=2[CH:3]=1. The catalyst class is: 12. (3) Reactant: C(N(CC)CC)C.Cl.[F:9][C:10]1[CH:15]=[CH:14][C:13]([S:16]([CH2:19][CH:20]2[CH2:23][NH:22][CH2:21]2)(=[O:18])=[O:17])=[CH:12][CH:11]=1.[F:24][C:25]1[CH:30]=[C:29]([F:31])[CH:28]=[CH:27][C:26]=1[CH:32]1[CH2:34][O:33]1.Cl([O-])(=O)(=O)=O.[Li+]. Product: [F:24][C:25]1[CH:30]=[C:29]([F:31])[CH:28]=[CH:27][C:26]=1[CH:32]([OH:33])[CH2:34][N:22]1[CH2:23][CH:20]([CH2:19][S:16]([C:13]2[CH:14]=[CH:15][C:10]([F:9])=[CH:11][CH:12]=2)(=[O:18])=[O:17])[CH2:21]1. The catalyst class is: 47. (4) Reactant: [CH2:1]([O:3][C:4]1[C:5]2[C:9]([CH:10]=[CH:11][CH:12]=1)=[N:8][N:7]1[C:13]([CH:18]3[CH2:23][CH2:22][N:21](C(OC(C)(C)C)=O)[CH:20]([CH3:31])[CH2:19]3)=[CH:14][C:15](=[O:17])[NH:16][C:6]=21)[CH3:2].[ClH:32]. Product: [ClH:32].[CH2:1]([O:3][C:4]1[C:5]2[C:9]([CH:10]=[CH:11][CH:12]=1)=[N:8][N:7]1[C:13]([C@@H:18]3[CH2:23][CH2:22][NH:21][C@@H:20]([CH3:31])[CH2:19]3)=[CH:14][C:15](=[O:17])[NH:16][C:6]=21)[CH3:2]. The catalyst class is: 71. (5) Reactant: BrC[CH2:3][CH2:4][C:5]1[CH:10]=[CH:9][CH:8]=[CH:7][CH:6]=1.[CH3:11][O:12][C:13](=[O:39])/[CH:14]=[CH:15]/[C:16]1[CH:17]=[C:18]2[C:35](=[CH:36][CH:37]=1)[O:34][C:21]1([CH2:26][CH2:25][N:24]([C:27](OC(C)(C)C)=O)[CH2:23][CH2:22]1)[CH2:20][C:19]2=[O:38]. Product: [CH3:11][O:12][C:13](=[O:39])/[CH:14]=[CH:15]/[C:16]1[CH:17]=[C:18]2[C:35](=[CH:36][CH:37]=1)[O:34][C:21]1([CH2:26][CH2:25][N:24]([CH2:27][CH2:3][CH2:4][C:5]3[CH:10]=[CH:9][CH:8]=[CH:7][CH:6]=3)[CH2:23][CH2:22]1)[CH2:20][C:19]2=[O:38]. The catalyst class is: 2. (6) Reactant: [CH2:1]([C:8]1[N:9]=[C:10]([C:31]([O:33]CC)=[O:32])[S:11][C:12]=1[C:13]1[C:22]2[C:17](=[CH:18][CH:19]=[CH:20][CH:21]=2)[C:16]([S:23](=[O:30])(=[O:29])[NH:24][C:25]([CH3:28])([CH3:27])[CH3:26])=[CH:15][CH:14]=1)[C:2]1[CH:7]=[CH:6][CH:5]=[CH:4][CH:3]=1.[OH-].[K+:37]. Product: [CH2:1]([C:8]1[N:9]=[C:10]([C:31]([O-:33])=[O:32])[S:11][C:12]=1[C:13]1[C:22]2[C:17](=[CH:18][CH:19]=[CH:20][CH:21]=2)[C:16]([S:23](=[O:30])(=[O:29])[NH:24][C:25]([CH3:28])([CH3:26])[CH3:27])=[CH:15][CH:14]=1)[C:2]1[CH:7]=[CH:6][CH:5]=[CH:4][CH:3]=1.[K+:37]. The catalyst class is: 5. (7) Product: [CH2:52]([O:54][C:55](=[O:66])[CH2:56][CH2:57][C:58]1[CH:63]=[CH:62][CH:61]=[C:60]([CH2:64][NH:65][C:37](=[O:39])[CH2:36][C@H:26]2[O:25][C@H:24]([C:40]3[CH:45]=[CH:44][CH:43]=[C:42]([O:46][CH3:47])[C:41]=3[O:48][CH3:49])[C:23]3[CH:50]=[C:19]([Cl:18])[CH:20]=[CH:21][C:22]=3[N:28]([CH2:29][C:30]([CH3:33])([CH3:34])[CH2:31][OH:32])[C:27]2=[O:35])[CH:59]=1)[CH3:53]. Reactant: C(P(=O)(OCC)OCC)#N.C(N(CC)CC)C.[Cl:18][C:19]1[CH:20]=[CH:21][C:22]2[N:28]([CH2:29][C:30]([CH3:34])([CH3:33])[CH2:31][OH:32])[C:27](=[O:35])[C@@H:26]([CH2:36][C:37]([OH:39])=O)[O:25][C@H:24]([C:40]3[CH:45]=[CH:44][CH:43]=[C:42]([O:46][CH3:47])[C:41]=3[O:48][CH3:49])[C:23]=2[CH:50]=1.Cl.[CH2:52]([O:54][C:55](=[O:66])[CH2:56][CH2:57][C:58]1[CH:63]=[CH:62][CH:61]=[C:60]([CH2:64][NH2:65])[CH:59]=1)[CH3:53]. The catalyst class is: 42.